This data is from Forward reaction prediction with 1.9M reactions from USPTO patents (1976-2016). The task is: Predict the product of the given reaction. (1) Given the reactants [N:1]([C:4]1[S:5][C:6]([CH3:19])=[C:7]([C:13]2[CH:18]=[CH:17][CH:16]=[CH:15][CH:14]=2)[C:8]=1[C:9]([O:11]C)=O)=[C:2]=[S:3].[CH3:20][C:21]1[N:22]=[CH:23][N:24]([CH2:26][CH2:27][CH2:28][NH2:29])[CH:25]=1, predict the reaction product. The product is: [CH3:19][C:6]1[S:5][C:4]2[NH:1][C:2](=[S:3])[N:29]([CH2:28][CH2:27][CH2:26][N:24]3[CH:25]=[C:21]([CH3:20])[N:22]=[CH:23]3)[C:9](=[O:11])[C:8]=2[C:7]=1[C:13]1[CH:18]=[CH:17][CH:16]=[CH:15][CH:14]=1. (2) Given the reactants [Cl:1][C:2]1[CH:3]=[C:4]([C@@H:8]2[C@@H:13]([C:14]3[CH:19]=[CH:18][C:17]([Cl:20])=[CH:16][CH:15]=3)[N:12]([C@H:21]([CH2:25][CH3:26])[C:22](=[O:24])[CH3:23])[C:11](=[O:27])[C@:10]([CH2:29][C:30]([OH:32])=[O:31])([CH3:28])[CH2:9]2)[CH:5]=[CH:6][CH:7]=1.[BH4-].[Na+].[NH4+].[Cl-], predict the reaction product. The product is: [Cl:1][C:2]1[CH:3]=[C:4]([C@@H:8]2[C@@H:13]([C:14]3[CH:19]=[CH:18][C:17]([Cl:20])=[CH:16][CH:15]=3)[N:12]([C@H:21]([CH2:25][CH3:26])[C@@H:22]([OH:24])[CH3:23])[C:11](=[O:27])[C@:10]([CH2:29][C:30]([OH:32])=[O:31])([CH3:28])[CH2:9]2)[CH:5]=[CH:6][CH:7]=1. (3) Given the reactants [Cl:1][C:2]1[C:7]([O:8][CH3:9])=[CH:6][C:5]([O:10][CH3:11])=[C:4]([Cl:12])[C:3]=1[C:13]1[C:24](=[O:25])[N:23]([CH2:26][CH2:27][N:28]([CH2:35][CH3:36])[CH:29]2[CH2:34][CH2:33][NH:32][CH2:31][CH2:30]2)[C:16]2[N:17]=[C:18]([NH:21][CH3:22])[N:19]=[CH:20][C:15]=2[CH:14]=1.[C:37](Cl)(=[O:40])[CH:38]=[CH2:39], predict the reaction product. The product is: [C:37]([N:32]1[CH2:31][CH2:30][CH:29]([N:28]([CH2:35][CH3:36])[CH2:27][CH2:26][N:23]2[C:16]3[N:17]=[C:18]([NH:21][CH3:22])[N:19]=[CH:20][C:15]=3[CH:14]=[C:13]([C:3]3[C:2]([Cl:1])=[C:7]([O:8][CH3:9])[CH:6]=[C:5]([O:10][CH3:11])[C:4]=3[Cl:12])[C:24]2=[O:25])[CH2:34][CH2:33]1)(=[O:40])[CH:38]=[CH2:39]. (4) Given the reactants [CH2:1]([O:8][C:9]([NH:11][C@:12]1([C:24]([O:26][CH3:27])=[O:25])[CH2:16][CH2:15][C@@H:14]([C:17]2[CH:22]=[CH:21][C:20](Br)=[CH:19][CH:18]=2)[CH2:13]1)=[O:10])[C:2]1[CH:7]=[CH:6][CH:5]=[CH:4][CH:3]=1.[CH3:28][C:29]1(C)C(C)(C)OB(C=C)O1.C([O-])([O-])=O.[Cs+].[Cs+], predict the reaction product. The product is: [CH2:1]([O:8][C:9]([NH:11][C@:12]1([C:24]([O:26][CH3:27])=[O:25])[CH2:16][CH2:15][C@@H:14]([C:17]2[CH:22]=[CH:21][C:20]([CH:28]=[CH2:29])=[CH:19][CH:18]=2)[CH2:13]1)=[O:10])[C:2]1[CH:7]=[CH:6][CH:5]=[CH:4][CH:3]=1. (5) Given the reactants [CH3:1][N:2]1[C:14]2[CH2:13][CH2:12][CH:11]([CH:15]3[CH2:20][CH2:19][O:18][CH2:17][CH2:16]3)[CH2:10][C:9]=2[C:8]2[C:3]1=[CH:4][CH:5]=[C:6]([C:21](O)=[O:22])[CH:7]=2.Cl.[CH:25]1([NH:28][C:29](=[O:36])[CH2:30][C@H:31]2[CH2:35][CH2:34][NH:33][CH2:32]2)[CH2:27][CH2:26]1.F[P-](F)(F)(F)(F)F.N1(OC(N(C)C)=[N+](C)C)C2N=CC=CC=2N=N1.C(N(CC)C(C)C)(C)C, predict the reaction product. The product is: [CH:25]1([NH:28][C:29](=[O:36])[CH2:30][C@H:31]2[CH2:35][CH2:34][N:33]([C:21]([C:6]3[CH:7]=[C:8]4[C:3](=[CH:4][CH:5]=3)[N:2]([CH3:1])[C:14]3[CH2:13][CH2:12][CH:11]([CH:15]5[CH2:16][CH2:17][O:18][CH2:19][CH2:20]5)[CH2:10][C:9]4=3)=[O:22])[CH2:32]2)[CH2:26][CH2:27]1.